This data is from Catalyst prediction with 721,799 reactions and 888 catalyst types from USPTO. The task is: Predict which catalyst facilitates the given reaction. (1) Reactant: [OH:1][C:2]1[CH:7]=[CH:6][C:5]([C:8]2[CH:13]=[CH:12][C:11]([O:14][CH2:15][CH:16]3[CH2:21][CH2:20][N:19](C(OC(C)(C)C)=O)[CH2:18][CH2:17]3)=[CH:10][CH:9]=2)=[CH:4][CH:3]=1.[ClH:29]. Product: [ClH:29].[NH:19]1[CH2:18][CH2:17][CH:16]([CH2:15][O:14][C:11]2[CH:12]=[CH:13][C:8]([C:5]3[CH:4]=[CH:3][C:2]([OH:1])=[CH:7][CH:6]=3)=[CH:9][CH:10]=2)[CH2:21][CH2:20]1. The catalyst class is: 2. (2) Reactant: [Cl:1][C:2]1[CH:14]=[CH:13][C:5]([C:6]([CH2:8][CH2:9][C:10]([OH:12])=O)=[O:7])=[CH:4][CH:3]=1.ON1C2C=CC=CC=2N=N1.Cl.C(N=C=NCCCN(C)C)C.[CH:37]1([N:42]2[CH2:47][CH2:46][NH:45][CH2:44][CH2:43]2)[CH2:41][CH2:40][CH2:39][CH2:38]1. Product: [ClH:1].[Cl:1][C:2]1[CH:3]=[CH:4][C:5]([C:6](=[O:7])[CH2:8][CH2:9][C:10]([N:45]2[CH2:46][CH2:47][N:42]([CH:37]3[CH2:41][CH2:40][CH2:39][CH2:38]3)[CH2:43][CH2:44]2)=[O:12])=[CH:13][CH:14]=1. The catalyst class is: 85. (3) Reactant: [CH2:1]([C:8]1[N:13]=[C:12]([NH:14][C:15]2[C:16]([CH3:38])=[N:17][O:18][C:19]=2[C:20]2[CH:25]=[CH:24][C:23]([C:26]3[CH:31]=[CH:30][C:29]([C:32]4([C:35](O)=[O:36])[CH2:34][CH2:33]4)=[CH:28][CH:27]=3)=[CH:22][CH:21]=2)[CH:11]=[CH:10][CH:9]=1)[C:2]1[CH:7]=[CH:6][CH:5]=[CH:4][CH:3]=1.C(N1C=CN=C1)(N1C=CN=C1)=O.[CH3:51][S:52]([NH2:55])(=[O:54])=[O:53].C1CCN2C(=NCCC2)CC1. Product: [CH2:1]([C:8]1[N:13]=[C:12]([NH:14][C:15]2[C:16]([CH3:38])=[N:17][O:18][C:19]=2[C:20]2[CH:21]=[CH:22][C:23]([C:26]3[CH:31]=[CH:30][C:29]([C:32]4([C:35]([NH:55][S:52]([CH3:51])(=[O:54])=[O:53])=[O:36])[CH2:34][CH2:33]4)=[CH:28][CH:27]=3)=[CH:24][CH:25]=2)[CH:11]=[CH:10][CH:9]=1)[C:2]1[CH:3]=[CH:4][CH:5]=[CH:6][CH:7]=1. The catalyst class is: 1. (4) Reactant: C(OC([N:8]1[C:16]2[C:11](=[CH:12][CH:13]=[C:14](Cl)[CH:15]=2)/[C:10](=[CH:18]/[C:19]2[CH:24]=[CH:23][CH:22]=[C:21]([F:25])[CH:20]=2)/[C:9]1=[O:26])=O)(C)(C)C.Cl[CH:28]=[C:29]([O:46][Si](C)(C)C)[N:30]=[CH:31]C1C=C(Cl)C=CC=1OC1CCOCC1.FC(F)(F)C(O)=O. The catalyst class is: 451. Product: [F:25][C:21]1[CH:20]=[C:19]([CH:18]2[CH2:28][C:29](=[O:46])[NH:30][CH2:31][C:10]32[C:11]2[C:16](=[CH:15][CH:14]=[CH:13][CH:12]=2)[NH:8][C:9]3=[O:26])[CH:24]=[CH:23][CH:22]=1. (5) Reactant: [CH2:1]([O:3][C:4]([C:6]1[CH:15]=[C:14](Cl)[C:13]2[C:8](=[CH:9][CH:10]=[CH:11][CH:12]=2)[N:7]=1)=[O:5])[CH3:2].[Br:17][C:18]1[CH:23]=[CH:22][C:21]([OH:24])=[CH:20][CH:19]=1.C([O-])([O-])=O.[Cs+].[Cs+]. Product: [CH2:1]([O:3][C:4]([C:6]1[CH:15]=[C:14]([O:24][C:21]2[CH:22]=[CH:23][C:18]([Br:17])=[CH:19][CH:20]=2)[C:13]2[C:8](=[CH:9][CH:10]=[CH:11][CH:12]=2)[N:7]=1)=[O:5])[CH3:2]. The catalyst class is: 3.